This data is from Forward reaction prediction with 1.9M reactions from USPTO patents (1976-2016). The task is: Predict the product of the given reaction. (1) Given the reactants Br[C:2]1[CH:3]=[C:4]2[C:9](=[CH:10][C:11]=1[Cl:12])[N:8]([CH3:13])[C:7](=[O:14])[CH2:6][CH2:5]2.[B:15]1([B:15]2[O:19][C:18]([CH3:21])([CH3:20])[C:17]([CH3:23])([CH3:22])[O:16]2)[O:19][C:18]([CH3:21])([CH3:20])[C:17]([CH3:23])([CH3:22])[O:16]1.C([O-])(=O)C.[K+], predict the reaction product. The product is: [Cl:12][C:11]1[CH:10]=[C:9]2[C:4]([CH2:5][CH2:6][C:7](=[O:14])[N:8]2[CH3:13])=[CH:3][C:2]=1[B:15]1[O:19][C:18]([CH3:21])([CH3:20])[C:17]([CH3:23])([CH3:22])[O:16]1. (2) Given the reactants [OH:1][CH2:2][C:3]1[CH:4]=[CH:5][C:6](=[O:18])[N:7]([CH2:9][C:10]2[CH:15]=[CH:14][C:13]([O:16][CH3:17])=[CH:12][CH:11]=2)[CH:8]=1.C[N+]1([O-])CCOCC1, predict the reaction product. The product is: [CH3:17][O:16][C:13]1[CH:12]=[CH:11][C:10]([CH2:9][N:7]2[C:6](=[O:18])[CH:5]=[CH:4][C:3]([CH:2]=[O:1])=[CH:8]2)=[CH:15][CH:14]=1. (3) The product is: [CH3:19][O:18][C:15]1[N:14]=[CH:13][C:12]([C:6]2([CH2:5][CH2:4][OH:3])[CH2:10][CH2:9][NH:8][CH2:7]2)=[CH:17][CH:16]=1. Given the reactants C([O:3][C:4](=O)[CH2:5][C:6]1([C:12]2[CH:13]=[N:14][C:15]([O:18][CH3:19])=[CH:16][CH:17]=2)[CH2:10][C:9](=O)[NH:8][CH2:7]1)C.[H-].[Al+3].[Li+].[H-].[H-].[H-].S([O-])([O-])(=O)=O.[Na+].[Na+], predict the reaction product. (4) The product is: [OH:8][N:9]1[C:15](=[O:16])[N:14]2[CH2:17][C@H:10]1[CH2:11][CH2:12][C@H:13]2[C:18]([NH:20][O:21][CH2:22][CH:23]1[CH2:28][CH2:27][CH2:26][N:25]([C:29]([O:31][C:32]([CH3:35])([CH3:34])[CH3:33])=[O:30])[CH2:24]1)=[O:19]. Given the reactants C([O:8][N:9]1[C:15](=[O:16])[N:14]2[CH2:17][C@H:10]1[CH2:11][CH2:12][C@H:13]2[C:18]([NH:20][O:21][CH2:22][CH:23]1[CH2:28][CH2:27][CH2:26][N:25]([C:29]([O:31][C:32]([CH3:35])([CH3:34])[CH3:33])=[O:30])[CH2:24]1)=[O:19])C1C=CC=CC=1, predict the reaction product. (5) Given the reactants Cl[C:2]1[CH:7]=[C:6]([Cl:8])[N:5]=[C:4]([NH:9][C@H:10]([C:12]2[CH:17]=[CH:16][C:15]([F:18])=[CH:14][CH:13]=2)[CH3:11])[N:3]=1.C[Sn](C)(C)[C:21]1[CH:22]=[N:23][CH:24]=[C:25]([CH:28]=1)[C:26]#[N:27], predict the reaction product. The product is: [Cl:8][C:6]1[N:5]=[C:4]([NH:9][C@H:10]([C:12]2[CH:17]=[CH:16][C:15]([F:18])=[CH:14][CH:13]=2)[CH3:11])[N:3]=[C:2]([C:21]2[CH:22]=[N:23][CH:24]=[C:25]([CH:28]=2)[C:26]#[N:27])[CH:7]=1. (6) Given the reactants [F:1][C:2]1[CH:7]=[C:6]([I:8])[C:5]([F:9])=[CH:4][C:3]=1[NH:10][C:11]1[C:15]2[CH:16]=[N:17][CH:18]=[CH:19][C:14]=2[O:13][C:12]=1[C:20](OCC)=[O:21].[OH-].[Na+].[CH3:27][C:28]1([CH3:36])[O:32][C@@H:31]([CH2:33][O:34][NH2:35])[CH2:30][O:29]1.C1C=CC2N(O)N=NC=2C=1.CCN(C(C)C)C(C)C, predict the reaction product. The product is: [CH3:27][C:28]1([CH3:36])[O:32][C@@H:31]([CH2:33][O:34][NH:35][C:20]([C:12]2[O:13][C:14]3[CH:19]=[CH:18][N:17]=[CH:16][C:15]=3[C:11]=2[NH:10][C:3]2[CH:4]=[C:5]([F:9])[C:6]([I:8])=[CH:7][C:2]=2[F:1])=[O:21])[CH2:30][O:29]1. (7) Given the reactants Cl[C:2]1[C:7]([O:8][CH2:9][CH:10]2[CH2:12][CH2:11]2)=[CH:6][N:5]=[C:4](S(C)(=O)=O)[N:3]=1.[CH3:17][N:18]1[CH:23]=[C:22](B2OC(C)(C)C(C)(C)O2)[CH:21]=[C:20]([CH3:33])[C:19]1=[O:34].[CH3:35][S:36]([NH2:39])(=[O:38])=[O:37], predict the reaction product. The product is: [CH:10]1([CH2:9][O:8][C:7]2[C:2]([C:22]3[CH:21]=[C:20]([CH3:33])[C:19](=[O:34])[N:18]([CH3:17])[CH:23]=3)=[N:3][C:4]([NH:39][S:36]([CH3:35])(=[O:38])=[O:37])=[N:5][CH:6]=2)[CH2:11][CH2:12]1.